The task is: Predict the reactants needed to synthesize the given product.. This data is from Full USPTO retrosynthesis dataset with 1.9M reactions from patents (1976-2016). (1) The reactants are: [OH:1][CH2:2][C:3]1[CH:4]=[C:5]([CH:8]=[C:9]([C:11]([F:14])([F:13])[F:12])[CH:10]=1)[C:6]#[N:7].CC(C)=[O:17].OS(O)(=O)=O.O=[Cr](=O)=O. Given the product [C:6]([C:5]1[CH:4]=[C:3]([CH:10]=[C:9]([C:11]([F:12])([F:13])[F:14])[CH:8]=1)[C:2]([OH:17])=[O:1])#[N:7], predict the reactants needed to synthesize it. (2) The reactants are: [S:1]1[C:5]2[CH:6]=[CH:7][CH:8]=[CH:9][C:4]=2[CH:3]=[C:2]1B(O)O.Br[C:14]1[CH:19]=[CH:18][N:17]=[C:16]2[N:20]([CH2:23][O:24][CH2:25][CH2:26][Si:27]([CH3:30])([CH3:29])[CH3:28])[CH:21]=[CH:22][C:15]=12.C1(C)C=CC=CC=1.C(O)C.C(=O)([O-])[O-].[K+].[K+]. Given the product [S:1]1[C:5]2[CH:6]=[CH:7][CH:8]=[CH:9][C:4]=2[CH:3]=[C:2]1[C:14]1[CH:19]=[CH:18][N:17]=[C:16]2[N:20]([CH2:23][O:24][CH2:25][CH2:26][Si:27]([CH3:30])([CH3:29])[CH3:28])[CH:21]=[CH:22][C:15]=12, predict the reactants needed to synthesize it. (3) Given the product [CH3:1][N:2]1[CH2:6][CH2:5][CH2:4][C@H:3]1[C:7]1[CH:8]=[C:9]([O:13][CH2:14][CH2:15][NH:16][C:61]([C@H:62]2[CH2:49][CH2:48][C@H:58]([NH:53][C:22](=[O:23])[O:21][C:17]([CH3:18])([CH3:19])[CH3:20])[CH2:59][CH2:63]2)=[O:60])[CH:10]=[N:11][CH:12]=1, predict the reactants needed to synthesize it. The reactants are: [CH3:1][N:2]1[CH2:6][CH2:5][CH2:4][C@H:3]1[C:7]1[CH:8]=[C:9]([O:13][CH2:14][CH2:15][NH2:16])[CH:10]=[N:11][CH:12]=1.[C:17]([O:21][C:22]([C@H]1CC[C@H](C(O)=O)CC1)=[O:23])([CH3:20])([CH3:19])[CH3:18].C(P1(=O)OP(CCC)(=O)OP(C[CH2:48][CH3:49])(=O)O1)CC.CC[N:53](CC)CC.[CH3:58][CH:59]1[CH2:63][CH2:62][CH2:61][O:60]1. (4) Given the product [S:28]([O:1][CH2:2][C@@H:3]1[CH2:8][CH2:7][CH2:6][N:5]([C:9]([O:11][C:12]([CH3:15])([CH3:14])[CH3:13])=[O:10])[CH2:4]1)([C:25]1[CH:26]=[CH:27][C:22]([CH3:32])=[CH:23][CH:24]=1)(=[O:30])=[O:29], predict the reactants needed to synthesize it. The reactants are: [OH:1][CH2:2][C@@H:3]1[CH2:8][CH2:7][CH2:6][N:5]([C:9]([O:11][C:12]([CH3:15])([CH3:14])[CH3:13])=[O:10])[CH2:4]1.N1C=CC=CC=1.[C:22]1([CH3:32])[CH:27]=[CH:26][C:25]([S:28](Cl)(=[O:30])=[O:29])=[CH:24][CH:23]=1.C(O)(=O)CC(CC(O)=O)(C(O)=O)O. (5) Given the product [Cl:1][C:2]1[CH:7]=[CH:6][C:5]([NH:8][C:9]([N:16]2[CH2:15][CH2:14][NH:13][CH:12]([CH3:11])[CH2:17]2)=[S:10])=[CH:4][CH:3]=1, predict the reactants needed to synthesize it. The reactants are: [Cl:1][C:2]1[CH:7]=[CH:6][C:5]([N:8]=[C:9]=[S:10])=[CH:4][CH:3]=1.[CH3:11][CH:12]1[CH2:17][NH:16][CH2:15][CH2:14][NH:13]1. (6) Given the product [C:1]([O:5][C:6]1[CH:10]=[CH:9][C-:8]([CH2:11][CH3:12])[CH:7]=1)(=[O:4])[CH2:2][CH3:3].[CH-:13]1[CH:17]=[CH:16][CH:15]=[CH:14]1.[Fe+2:18], predict the reactants needed to synthesize it. The reactants are: [C:1]([O:5][C:6]1[CH:10]=[CH:9][C-:8]([CH2:11][CH3:12])[CH:7]=1)(=[O:4])[CH:2]=[CH2:3].[CH-:13]1[CH:17]=[CH:16][CH:15]=[CH:14]1.[Fe+2:18].C([O-])=O.[NH4+]. (7) The reactants are: [NH2:1][C@H:2]1[CH2:7][CH2:6][C@H:5]([NH2:8])[CH2:4][CH2:3]1.[CH3:9][C:10]([O:13][C:14](O[C:14]([O:13][C:10]([CH3:12])([CH3:11])[CH3:9])=[O:15])=[O:15])([CH3:12])[CH3:11]. Given the product [C:10]([O:13][C:14](=[O:15])[NH:1][C@H:2]1[CH2:7][CH2:6][C@H:5]([NH2:8])[CH2:4][CH2:3]1)([CH3:12])([CH3:11])[CH3:9], predict the reactants needed to synthesize it.